From a dataset of Catalyst prediction with 721,799 reactions and 888 catalyst types from USPTO. Predict which catalyst facilitates the given reaction. Reactant: [Br:1][C:2]1[CH:3]=[C:4](Br)[C:5]2[S:9][C:8]([NH:10][C:11]([NH:13][CH2:14][CH3:15])=[O:12])=[N:7][C:6]=2[CH:16]=1.[Br-].[N:19]1[CH:24]=[CH:23][CH:22]=[CH:21][C:20]=1[Zn+].Cl. The catalyst class is: 189. Product: [Br:1][C:2]1[CH:3]=[C:4]([C:20]2[CH:21]=[CH:22][CH:23]=[CH:24][N:19]=2)[C:5]2[S:9][C:8]([NH:10][C:11]([NH:13][CH2:14][CH3:15])=[O:12])=[N:7][C:6]=2[CH:16]=1.